This data is from NCI-60 drug combinations with 297,098 pairs across 59 cell lines. The task is: Regression. Given two drug SMILES strings and cell line genomic features, predict the synergy score measuring deviation from expected non-interaction effect. (1) Drug 1: CC1OCC2C(O1)C(C(C(O2)OC3C4COC(=O)C4C(C5=CC6=C(C=C35)OCO6)C7=CC(=C(C(=C7)OC)O)OC)O)O. Drug 2: C1=CC=C(C=C1)NC(=O)CCCCCCC(=O)NO. Cell line: OVCAR-4. Synergy scores: CSS=4.22, Synergy_ZIP=-3.17, Synergy_Bliss=-3.87, Synergy_Loewe=-17.6, Synergy_HSA=-3.25. (2) Drug 1: CC(C1=C(C=CC(=C1Cl)F)Cl)OC2=C(N=CC(=C2)C3=CN(N=C3)C4CCNCC4)N. Drug 2: C1=NC2=C(N1)C(=S)N=CN2. Cell line: SK-OV-3. Synergy scores: CSS=1.89, Synergy_ZIP=-11.1, Synergy_Bliss=-19.9, Synergy_Loewe=-31.4, Synergy_HSA=-19.4. (3) Drug 1: CCCS(=O)(=O)NC1=C(C(=C(C=C1)F)C(=O)C2=CNC3=C2C=C(C=N3)C4=CC=C(C=C4)Cl)F. Drug 2: CCC(=C(C1=CC=CC=C1)C2=CC=C(C=C2)OCCN(C)C)C3=CC=CC=C3.C(C(=O)O)C(CC(=O)O)(C(=O)O)O. Cell line: NCI-H522. Synergy scores: CSS=-1.40, Synergy_ZIP=-0.262, Synergy_Bliss=-2.29, Synergy_Loewe=-3.20, Synergy_HSA=-3.01. (4) Drug 1: C1=CC(=CC=C1CC(C(=O)O)N)N(CCCl)CCCl.Cl. Drug 2: CC1=CC=C(C=C1)C2=CC(=NN2C3=CC=C(C=C3)S(=O)(=O)N)C(F)(F)F. Cell line: BT-549. Synergy scores: CSS=3.60, Synergy_ZIP=-2.63, Synergy_Bliss=0.167, Synergy_Loewe=-7.87, Synergy_HSA=-1.96. (5) Drug 1: CC1=C(C=C(C=C1)C(=O)NC2=CC(=CC(=C2)C(F)(F)F)N3C=C(N=C3)C)NC4=NC=CC(=N4)C5=CN=CC=C5. Drug 2: CCC1(C2=C(COC1=O)C(=O)N3CC4=CC5=C(C=CC(=C5CN(C)C)O)N=C4C3=C2)O.Cl. Cell line: CCRF-CEM. Synergy scores: CSS=47.8, Synergy_ZIP=4.83, Synergy_Bliss=4.02, Synergy_Loewe=-40.9, Synergy_HSA=1.82. (6) Drug 1: CN1C(=O)N2C=NC(=C2N=N1)C(=O)N. Drug 2: C1=NNC2=C1C(=O)NC=N2. Cell line: OVCAR3. Synergy scores: CSS=-0.674, Synergy_ZIP=-0.472, Synergy_Bliss=-1.05, Synergy_Loewe=-5.65, Synergy_HSA=-2.88. (7) Drug 1: CC1C(C(=O)NC(C(=O)N2CCCC2C(=O)N(CC(=O)N(C(C(=O)O1)C(C)C)C)C)C(C)C)NC(=O)C3=C4C(=C(C=C3)C)OC5=C(C(=O)C(=C(C5=N4)C(=O)NC6C(OC(=O)C(N(C(=O)CN(C(=O)C7CCCN7C(=O)C(NC6=O)C(C)C)C)C)C(C)C)C)N)C. Drug 2: C1CN(CCN1C(=O)CCBr)C(=O)CCBr. Cell line: MALME-3M. Synergy scores: CSS=19.4, Synergy_ZIP=-2.29, Synergy_Bliss=2.60, Synergy_Loewe=-0.980, Synergy_HSA=1.71. (8) Drug 1: COC1=C2C(=CC3=C1OC=C3)C=CC(=O)O2. Drug 2: C1CNP(=O)(OC1)N(CCCl)CCCl. Cell line: DU-145. Synergy scores: CSS=0.0885, Synergy_ZIP=1.17, Synergy_Bliss=2.99, Synergy_Loewe=0.619, Synergy_HSA=0.739.